This data is from Full USPTO retrosynthesis dataset with 1.9M reactions from patents (1976-2016). The task is: Predict the reactants needed to synthesize the given product. (1) The reactants are: [C:1]([C:3]1[CH:8]=[CH:7][C:6]([CH2:9][CH2:10][O:11][C:12]2[CH:13]=[C:14]([NH:18][S:19]([C:22]3[CH:27]=[CH:26][CH:25]=[CH:24][CH:23]=3)(=[O:21])=[O:20])[CH:15]=[CH:16][CH:17]=2)=[CH:5][CH:4]=1)#[N:2].C([O-])([O-])=O.[K+].[K+].Br[CH2:35][C:36]([O:38][CH2:39][CH3:40])=[O:37]. Given the product [C:22]1([S:19]([N:18]([CH2:35][C:36]([O:38][CH2:39][CH3:40])=[O:37])[C:14]2[CH:15]=[CH:16][CH:17]=[C:12]([O:11][CH2:10][CH2:9][C:6]3[CH:5]=[CH:4][C:3]([C:1]#[N:2])=[CH:8][CH:7]=3)[CH:13]=2)(=[O:21])=[O:20])[CH:27]=[CH:26][CH:25]=[CH:24][CH:23]=1, predict the reactants needed to synthesize it. (2) Given the product [CH2:33]([O:32][CH:4]([CH2:5][C:6]1[CH:11]=[CH:10][C:9]([CH2:12][CH2:13][N:14]([CH2:25][CH2:26][CH2:27][CH2:28][CH2:29][CH2:30][CH3:31])[C:15](=[O:24])[CH2:16][C:17]2[CH:18]=[CH:19][C:20]([CH3:23])=[CH:21][CH:22]=2)=[CH:8][CH:7]=1)[C:3]([OH:35])=[O:2])[CH3:34], predict the reactants needed to synthesize it. The reactants are: C[O:2][C:3](=[O:35])[CH:4]([O:32][CH2:33][CH3:34])[CH2:5][C:6]1[CH:11]=[CH:10][C:9]([CH2:12][CH2:13][N:14]([CH2:25][CH2:26][CH2:27][CH2:28][CH2:29][CH2:30][CH3:31])[C:15](=[O:24])[CH2:16][C:17]2[CH:22]=[CH:21][C:20]([CH3:23])=[CH:19][CH:18]=2)=[CH:8][CH:7]=1.[Li+].[OH-].